This data is from Forward reaction prediction with 1.9M reactions from USPTO patents (1976-2016). The task is: Predict the product of the given reaction. (1) Given the reactants Br[CH2:2]/[CH:3]=[CH:4]/[C:5]([NH:7][C:8]1[CH:9]=[C:10]2[C:15](=[CH:16][C:17]=1[O:18][CH2:19][CH3:20])[N:14]=[CH:13][N:12]=[C:11]2[NH:21][C:22]1[CH:27]=[CH:26][C:25]([O:28][CH2:29][C:30]2[CH:35]=[CH:34][CH:33]=[C:32]([F:36])[CH:31]=2)=[C:24]([Cl:37])[CH:23]=1)=[O:6].Cl.[O:39]1[C@H:44]2[CH2:45][NH:46][CH2:47][C@H:43]2[O:42][CH2:41][CH2:40]1.CCN(C(C)C)C(C)C, predict the reaction product. The product is: [Cl:37][C:24]1[CH:23]=[C:22]([NH:21][C:11]2[C:10]3[C:15](=[CH:16][C:17]([O:18][CH2:19][CH3:20])=[C:8]([NH:7][C:5](=[O:6])/[CH:4]=[CH:3]/[CH2:2][N:46]4[CH2:45][C@H:44]5[O:39][CH2:40][CH2:41][O:42][C@H:43]5[CH2:47]4)[CH:9]=3)[N:14]=[CH:13][N:12]=2)[CH:27]=[CH:26][C:25]=1[O:28][CH2:29][C:30]1[CH:35]=[CH:34][CH:33]=[C:32]([F:36])[CH:31]=1. (2) Given the reactants [C:1]([OH:6])(=O)[C@H:2]([CH3:4])[OH:3].O.ON1C2C=CC=CC=2N=N1.Cl.C(N=C=NCCCN(C)C)C.C(N(CC)CC)C.[CH:37]1([CH2:40][N:41]2[C:49]([N:50]3[CH2:55][CH2:54][NH:53][CH2:52][CH2:51]3)=[N:48][C:47]3[C:42]2=[N:43][C:44]([C:62]2[CH:63]=[N:64][C:65]([NH2:68])=[N:66][CH:67]=2)=[N:45][C:46]=3[N:56]2[CH2:61][CH2:60][O:59][CH2:58][CH2:57]2)[CH2:39][CH2:38]1, predict the reaction product. The product is: [NH2:68][C:65]1[N:64]=[CH:63][C:62]([C:44]2[N:43]=[C:42]3[C:47]([N:48]=[C:49]([N:50]4[CH2:51][CH2:52][N:53]([C:1](=[O:6])[C@@H:2]([OH:3])[CH3:4])[CH2:54][CH2:55]4)[N:41]3[CH2:40][CH:37]3[CH2:38][CH2:39]3)=[C:46]([N:56]3[CH2:61][CH2:60][O:59][CH2:58][CH2:57]3)[N:45]=2)=[CH:67][N:66]=1. (3) Given the reactants [CH3:1][O:2][C:3]1[CH:4]=[C:5]2[C:10](=[CH:11][C:12]=1[O:13][CH3:14])[N:9]=[CH:8][N:7]=[C:6]2[O:15][C:16]1[CH:22]=[CH:21][C:19]([NH2:20])=[CH:18][CH:17]=1.C(N(CC)CC)C.ClC(Cl)(O[C:34](=[O:40])OC(Cl)(Cl)Cl)Cl.[CH2:42]([N:46]([CH2:50][CH2:51][CH2:52][CH3:53])[CH2:47][CH2:48][NH2:49])[CH2:43][CH2:44][CH3:45], predict the reaction product. The product is: [CH2:42]([N:46]([CH2:50][CH2:51][CH2:52][CH3:53])[CH2:47][CH2:48][NH:49][C:34]([NH:20][C:19]1[CH:21]=[CH:22][C:16]([O:15][C:6]2[C:5]3[C:10](=[CH:11][C:12]([O:13][CH3:14])=[C:3]([O:2][CH3:1])[CH:4]=3)[N:9]=[CH:8][N:7]=2)=[CH:17][CH:18]=1)=[O:40])[CH2:43][CH2:44][CH3:45].